From a dataset of TCR-epitope binding with 47,182 pairs between 192 epitopes and 23,139 TCRs. Binary Classification. Given a T-cell receptor sequence (or CDR3 region) and an epitope sequence, predict whether binding occurs between them. (1) The epitope is RTLNAWVKV. The TCR CDR3 sequence is CASRTSGSSYNEQFF. Result: 1 (the TCR binds to the epitope). (2) The epitope is SLYNTVATL. The TCR CDR3 sequence is CASSPVGPWDEKLFF. Result: 0 (the TCR does not bind to the epitope). (3) The epitope is MMISAGFSL. The TCR CDR3 sequence is CASSFGGSGANVLTF. Result: 0 (the TCR does not bind to the epitope). (4) The epitope is WICLLQFAY. The TCR CDR3 sequence is CASSLVGLATYEQYF. Result: 1 (the TCR binds to the epitope). (5) The epitope is FRYMNSQGL. The TCR CDR3 sequence is CASSLRGGTQYF. Result: 0 (the TCR does not bind to the epitope). (6) The epitope is GLCTLVAML. The TCR CDR3 sequence is CASSQPPGGTQYF. Result: 1 (the TCR binds to the epitope). (7) The epitope is SLYNTVATL. The TCR CDR3 sequence is CASSFLAGGITDTQYF. Result: 1 (the TCR binds to the epitope). (8) The epitope is LPRRSGAAGA. The TCR CDR3 sequence is CSVEDRVGGTAGYEQYF. Result: 1 (the TCR binds to the epitope). (9) The epitope is AYILFTRFFYV. The TCR CDR3 sequence is CAAGSPALVDTQYF. Result: 0 (the TCR does not bind to the epitope).